Dataset: Forward reaction prediction with 1.9M reactions from USPTO patents (1976-2016). Task: Predict the product of the given reaction. (1) Given the reactants [NH2:1][C:2]1[C:11]2[N:12]=[C:13]([CH2:38][O:39][CH2:40][CH3:41])[N:14]([CH2:15][CH2:16][CH2:17][N:18]([CH2:23][C:24]3[CH:25]=[C:26]([CH:35]=[CH:36][CH:37]=3)[O:27][CH2:28][C:29]([O:31][CH:32]([CH3:34])[CH3:33])=[O:30])[C:19](=[O:22])[CH2:20]Cl)[C:10]=2[C:9]2[CH:8]=[CH:7][CH:6]=[CH:5][C:4]=2[N:3]=1.[NH:42]([CH2:45][CH3:46])[CH2:43][CH3:44].N, predict the reaction product. The product is: [NH2:1][C:2]1[C:11]2[N:12]=[C:13]([CH2:38][O:39][CH2:40][CH3:41])[N:14]([CH2:15][CH2:16][CH2:17][N:18]([CH2:23][C:24]3[CH:25]=[C:26]([CH:35]=[CH:36][CH:37]=3)[O:27][CH2:28][C:29]([O:31][CH:32]([CH3:34])[CH3:33])=[O:30])[C:19](=[O:22])[CH2:20][N:42]([CH2:45][CH3:46])[CH2:43][CH3:44])[C:10]=2[C:9]2[CH:8]=[CH:7][CH:6]=[CH:5][C:4]=2[N:3]=1. (2) Given the reactants [NH2:1][C:2]1[CH:14]=[CH:13][C:5]([N:6]([CH2:10][CH2:11][CH3:12])[CH2:7][CH2:8][CH3:9])=[CH:4][CH:3]=1.Br[C:16]1[N:21]=[CH:20][CH:19]=[CH:18][N:17]=1, predict the reaction product. The product is: [CH2:7]([N:6]([CH2:10][CH2:11][CH3:12])[C:5]1[CH:13]=[CH:14][C:2]([NH:1][C:16]2[N:21]=[CH:20][CH:19]=[CH:18][N:17]=2)=[CH:3][CH:4]=1)[CH2:8][CH3:9].